The task is: Predict the reactants needed to synthesize the given product.. This data is from Full USPTO retrosynthesis dataset with 1.9M reactions from patents (1976-2016). (1) Given the product [F:8][C:9]1[CH:10]=[C:11]([N+:16]([O-:18])=[O:17])[CH:12]=[CH:13][C:14]=1[N:5]1[CH:6]=[CH:7][C:3]([C:1]#[N:2])=[CH:4]1, predict the reactants needed to synthesize it. The reactants are: [C:1]([C:3]1[CH:7]=[CH:6][NH:5][CH:4]=1)#[N:2].[F:8][C:9]1[CH:10]=[C:11]([N+:16]([O-:18])=[O:17])[CH:12]=[CH:13][C:14]=1F.[H-].[Na+]. (2) Given the product [NH2:49][C:48]1[CH:50]=[CH:51][C:45]([C:25]2[N:24]([CH2:20][CH2:21][CH2:22][CH3:23])[C:32]3[C:27]([C:26]=2[C:35]#[N:36])=[CH:28][CH:29]=[C:30]([O:33][CH3:34])[CH:31]=3)=[CH:46][CH:47]=1, predict the reactants needed to synthesize it. The reactants are: N(C(C)C)C(C)C.[Li]CCCC.CC(C)=O.C(=O)=O.[CH2:20]([N:24]1[C:32]2[C:27](=[CH:28][CH:29]=[C:30]([O:33][CH3:34])[CH:31]=2)[C:26]([C:35]#[N:36])=[CH:25]1)[CH2:21][CH2:22][CH3:23].B(OC)(OC)OC.I[C:45]1[CH:51]=[CH:50][C:48]([NH2:49])=[CH:47][CH:46]=1. (3) Given the product [Br:1][C:2]1[CH:3]=[N:4][CH:5]=[CH:6][C:7]=1[CH:8]([OH:9])[CH2:18][CH2:17][CH2:16][C:10]1[CH:15]=[CH:14][CH:13]=[CH:12][CH:11]=1, predict the reactants needed to synthesize it. The reactants are: [Br:1][C:2]1[CH:3]=[N:4][CH:5]=[CH:6][C:7]=1[CH:8]=[O:9].[C:10]1([CH2:16][CH2:17][CH2:18][Mg]Br)[CH:15]=[CH:14][CH:13]=[CH:12][CH:11]=1. (4) Given the product [NH2:15][C:12]1[CH:13]=[CH:14][C:9]([NH:8][C:6]([O:5][C:1]([CH3:4])([CH3:3])[CH3:2])=[O:7])=[N:10][CH:11]=1, predict the reactants needed to synthesize it. The reactants are: [C:1]([O:5][C:6]([NH:8][C:9]1[CH:14]=[CH:13][C:12]([N+:15]([O-])=O)=[CH:11][N:10]=1)=[O:7])([CH3:4])([CH3:3])[CH3:2]. (5) The reactants are: Cl[C:2]1[N:6]([C:7]2[CH:12]=[CH:11][CH:10]=[CH:9][CH:8]=2)[N:5]=[C:4]([CH3:13])[CH:3]=1.C([Li])(C)(C)C.Br[C:20]1[CH:25]=[CH:24][C:23]([O:26][CH3:27])=[C:22]([O:28][CH:29]2[CH2:33][CH2:32][CH2:31][CH2:30]2)[CH:21]=1. Given the product [CH:29]1([O:28][C:22]2[CH:21]=[C:20]([C:2]3[N:6]([C:7]4[CH:12]=[CH:11][CH:10]=[CH:9][CH:8]=4)[N:5]=[C:4]([CH3:13])[CH:3]=3)[CH:25]=[CH:24][C:23]=2[O:26][CH3:27])[CH2:30][CH2:31][CH2:32][CH2:33]1, predict the reactants needed to synthesize it. (6) Given the product [CH3:27][S:28]([O:11][CH2:10][C@@H:9]([NH:12][C:13]([O:14][C:15]([CH3:16])([CH3:18])[CH3:17])=[O:19])[C:4]1[CH:5]=[C:6]([F:8])[CH:7]=[C:2]([Br:1])[CH:3]=1)(=[O:30])=[O:29], predict the reactants needed to synthesize it. The reactants are: [Br:1][C:2]1[CH:3]=[C:4]([C@H:9]([NH:12][C:13](=[O:19])[O:14][C:15]([CH3:18])([CH3:17])[CH3:16])[CH2:10][OH:11])[CH:5]=[C:6]([F:8])[CH:7]=1.C(N(CC)CC)C.[CH3:27][S:28](Cl)(=[O:30])=[O:29].C([O-])(O)=O.[Na+]. (7) Given the product [Br:1][C:2]1[CH:7]=[CH:6][C:5]([N:17]([CH3:18])[CH2:16][CH2:15][CH2:14][N:13]([CH3:19])[CH3:12])=[C:4]([N+:9]([O-:11])=[O:10])[CH:3]=1, predict the reactants needed to synthesize it. The reactants are: [Br:1][C:2]1[CH:7]=[CH:6][C:5](F)=[C:4]([N+:9]([O-:11])=[O:10])[CH:3]=1.[CH3:12][N:13]([CH3:19])[CH2:14][CH2:15][CH2:16][NH:17][CH3:18]. (8) Given the product [CH3:8][O:9][C:10]1[CH:11]=[C:12]2[C:17](=[CH:18][CH:19]=1)[N:16]=[C:15]([NH:20][C@H:21]1[CH2:26][C@H:25]3[CH2:27][C@@H:22]1[C@@H:23]([NH:28][CH2:6][C:3]1[CH:4]=[CH:5][S:1][CH:2]=1)[CH2:24]3)[CH:14]=[C:13]2[CH3:29], predict the reactants needed to synthesize it. The reactants are: [S:1]1[CH:5]=[CH:4][C:3]([CH:6]=O)=[CH:2]1.[CH3:8][O:9][C:10]1[CH:11]=[C:12]2[C:17](=[CH:18][CH:19]=1)[N:16]=[C:15]([NH:20][C@H:21]1[CH2:26][C@H:25]3[CH2:27][C@@H:22]1[C@@H:23]([NH2:28])[CH2:24]3)[CH:14]=[C:13]2[CH3:29].C(Cl)Cl.CC(O)=O.